Dataset: Full USPTO retrosynthesis dataset with 1.9M reactions from patents (1976-2016). Task: Predict the reactants needed to synthesize the given product. (1) Given the product [CH:1]1([CH2:4][S:5]([CH:8]2[CH2:13][CH2:12][C:11]([CH2:14][NH2:15])([CH2:16][CH:17]3[CH2:18][CH2:19]3)[CH2:10][CH2:9]2)(=[O:7])=[O:6])[CH2:3][CH2:2]1, predict the reactants needed to synthesize it. The reactants are: [CH:1]1([CH2:4][S:5]([C:8]2[CH2:13][CH2:12][C:11]([CH2:16][CH:17]3[CH2:19][CH2:18]3)([C:14]#[N:15])[CH2:10][CH:9]=2)(=[O:7])=[O:6])[CH2:3][CH2:2]1.O1CCCC1.B. (2) Given the product [N:35]1([C:43]2[CH:48]=[C:47]([CH3:49])[C:46]([NH:50][C:51](=[O:58])[CH2:52][CH:53]3[CH2:57][CH2:56][CH2:55][CH2:54]3)=[C:45]([CH3:59])[CH:44]=2)[CH2:41][CH2:40][CH2:39][CH2:38][CH2:37][CH2:36]1, predict the reactants needed to synthesize it. The reactants are: C1(P(C2CCCCC2)C2C=CC=CC=2C2C=CC=CC=2N(C)C)CCCCC1.CC(C)([O-])C.[Na+].[NH:35]1[CH2:41][CH2:40][CH2:39][CH2:38][CH2:37][CH2:36]1.Br[C:43]1[CH:48]=[C:47]([CH3:49])[C:46]([NH:50][C:51](=[O:58])[CH2:52][CH:53]2[CH2:57][CH2:56][CH2:55][CH2:54]2)=[C:45]([CH3:59])[CH:44]=1. (3) Given the product [CH2:22]([O:21][C:20]1[C:11]2[NH:10][CH:9]=[CH:5][C:6](=[O:8])[C:12]=2[C:13]2[CH:14]=[CH:15][CH:16]=[CH:17][C:18]=2[CH:19]=1)[CH2:23][CH3:24], predict the reactants needed to synthesize it. The reactants are: CC1(C)O[C:6](=[O:8])[C:5](=[CH:9][NH:10][C:11]2[C:20]([O:21][CH2:22][CH2:23][CH3:24])=[CH:19][C:18]3[C:13](=[CH:14][CH:15]=[CH:16][CH:17]=3)[CH:12]=2)C(=O)O1.C1(OC2C=CC=CC=2)C=CC=CC=1.